This data is from Reaction yield outcomes from USPTO patents with 853,638 reactions. The task is: Predict the reaction yield, written as a fraction of the theoretical maximum amount of product (1.0 means a 100% yield; for example, 0.34 means a 34% yield). (1) The reactants are [Br:1][C:2]1[N:3]=[C:4]([C:9]#[C:10][Si](C)(C)C)[C:5]([NH2:8])=[N:6][CH:7]=1.[H-].[Na+].[C:17]1([CH3:27])[CH:22]=[CH:21][C:20]([S:23](Cl)(=[O:25])=[O:24])=[CH:19][CH:18]=1. The catalyst is CN(C=O)C. The product is [Br:1][C:2]1[N:3]=[C:4]2[CH:9]=[CH:10][N:8]([S:23]([C:20]3[CH:21]=[CH:22][C:17]([CH3:27])=[CH:18][CH:19]=3)(=[O:25])=[O:24])[C:5]2=[N:6][CH:7]=1. The yield is 0.520. (2) The reactants are [CH3:1][C@H:2]1[C@@H:19]([CH3:20])[N:6]2[C:7]3[CH:8]=[C:9]([C:14]([O:16]CC)=[O:15])[CH:10]=[CH:11][C:12]=3[CH:13]=[C:5]2[C:4](=[O:21])[NH:3]1.[OH-].[Na+].Cl. The catalyst is C(O)C. The product is [CH3:1][C@H:2]1[C@@H:19]([CH3:20])[N:6]2[C:7]3[CH:8]=[C:9]([C:14]([OH:16])=[O:15])[CH:10]=[CH:11][C:12]=3[CH:13]=[C:5]2[C:4](=[O:21])[NH:3]1. The yield is 0.960.